Dataset: Full USPTO retrosynthesis dataset with 1.9M reactions from patents (1976-2016). Task: Predict the reactants needed to synthesize the given product. (1) Given the product [CH3:27][N:12]1[CH2:11][CH2:10][C:9]2[C:15](=[C:16]([C:17]3[CH:18]=[CH:19][CH:20]=[CH:21][CH:22]=3)[N:7]([C:1]3[CH:2]=[CH:3][CH:4]=[CH:5][CH:6]=3)[N:8]=2)[CH2:14][CH2:13]1, predict the reactants needed to synthesize it. The reactants are: [C:1]1([N:7]2[C:16]([C:17]3[CH:22]=[CH:21][CH:20]=[CH:19][CH:18]=3)=[C:15]3[C:9]([CH2:10][CH2:11][NH:12][CH2:13][CH2:14]3)=[N:8]2)[CH:6]=[CH:5][CH:4]=[CH:3][CH:2]=1.C=O.[BH-](OC(C)=O)(OC(C)=O)O[C:27](C)=O.[Na+]. (2) Given the product [CH3:37][N:26]([CH2:27][CH2:28][C:29]1[CH:30]=[CH:31][CH:32]=[CH:33][CH:34]=1)[S:25]([N:20]1[CH2:19][CH2:18][N:17]([C:16]2[C:11]3[CH:10]=[CH:9][NH:8][C:12]=3[N:13]=[CH:14][N:15]=2)[CH2:24][C:21]21[CH2:22][CH2:23]2)(=[O:35])=[O:36], predict the reactants needed to synthesize it. The reactants are: C(OC([N:8]1[C:12]2[N:13]=[CH:14][N:15]=[C:16]([N:17]3[CH2:24][C:21]4([CH2:23][CH2:22]4)[N:20]([S:25](=[O:36])(=[O:35])[NH:26][CH2:27][CH2:28][C:29]4[CH:34]=[CH:33][CH:32]=[CH:31][CH:30]=4)[CH2:19][CH2:18]3)[C:11]=2[CH:10]=[CH:9]1)=O)(C)(C)C.[C:37]([O-])([O-])=O.[K+].[K+].IC.C([O-])([O-])=O.[Na+].[Na+]. (3) Given the product [NH2:22][C:19]1[C:18]2[CH:23]=[CH:24][C:15]([C:13]3[CH:14]=[C:9]([NH:8][C:28]4[CH:33]=[CH:32][CH:31]=[CH:30][CH:29]=4)[C:10]4[N:11]([CH:25]=[CH:26][N:27]=4)[N:12]=3)=[CH:16][C:17]=2[O:21][N:20]=1, predict the reactants needed to synthesize it. The reactants are: COC1C=CC(C[N:8]([C:28]2[CH:33]=[CH:32][CH:31]=[CH:30][CH:29]=2)[C:9]2[C:10]3[N:11]([CH:25]=[CH:26][N:27]=3)[N:12]=[C:13]([C:15]3[CH:24]=[CH:23][C:18]4[C:19]([NH2:22])=[N:20][O:21][C:17]=4[CH:16]=3)[CH:14]=2)=CC=1.C(O)(C(F)(F)F)=O. (4) Given the product [NH3:17].[CH3:1][O:2][C:3]([C:5]1[S:6][C:7]([S:23][CH3:24])=[C:8]([S:10]([C:13]2[CH:21]=[C:20]([Cl:22])[C:16]3[N:17]=[CH:18][N:19]([CH2:26][C:27]4[C:32]([F:33])=[CH:31][CH:30]=[CH:29][C:28]=4[F:34])[C:15]=3[CH:14]=2)(=[O:11])=[O:12])[CH:9]=1)=[O:4].[CH3:1][O:2][C:3]([C:5]1[S:6][C:7]([S:23][CH3:24])=[C:8]([S:10]([C:13]2[CH:21]=[C:20]([Cl:22])[C:16]3[N:17]([CH2:26][C:27]4[C:32]([F:33])=[CH:31][CH:30]=[CH:29][C:28]=4[F:34])[CH:18]=[N:19][C:15]=3[CH:14]=2)(=[O:11])=[O:12])[CH:9]=1)=[O:4], predict the reactants needed to synthesize it. The reactants are: [CH3:1][O:2][C:3]([C:5]1[S:6][C:7]([S:23][CH3:24])=[C:8]([S:10]([C:13]2[CH:21]=[C:20]([Cl:22])[C:16]3[NH:17][CH:18]=[N:19][C:15]=3[CH:14]=2)(=[O:12])=[O:11])[CH:9]=1)=[O:4].Br[CH2:26][C:27]1[C:32]([F:33])=[CH:31][CH:30]=[CH:29][C:28]=1[F:34].C([O-])([O-])=O.[K+].[K+]. (5) Given the product [Cl:1][C:2]1[CH:3]=[N:4][C:5]2[N:6]([N:8]=[C:9]([C:11]([N:16]3[CH2:17][CH2:18][C:19]4[S:23][CH:22]=[CH:21][C:20]=4[N:15]3[CH3:14])=[O:13])[CH:10]=2)[CH:7]=1, predict the reactants needed to synthesize it. The reactants are: [Cl:1][C:2]1[CH:3]=[N:4][C:5]2[N:6]([N:8]=[C:9]([C:11]([OH:13])=O)[CH:10]=2)[CH:7]=1.[CH3:14][N:15]1[C:20]2[CH:21]=[CH:22][S:23][C:19]=2[CH2:18][CH2:17][NH:16]1. (6) Given the product [CH3:14][C:11]1[CH:12]=[CH:13][C:8]([NH:7][C:5](=[O:6])[C:4]2[CH:3]=[C:2]([O:1][CH:43]3[CH2:47][CH2:46][NH:45][CH2:44]3)[CH:31]=[C:30]([S:32]([F:36])([F:35])([F:34])([F:37])[F:33])[CH:29]=2)=[CH:9][C:10]=1[N:15]1[C:22]2[N:18]([N:19]=[C:20]([C:23]3[CH:24]=[N:25][CH:26]=[CH:27][CH:28]=3)[CH:21]=2)[CH:17]=[CH:16]1, predict the reactants needed to synthesize it. The reactants are: [OH:1][C:2]1[CH:3]=[C:4]([CH:29]=[C:30]([S:32]([F:37])([F:36])([F:35])([F:34])[F:33])[CH:31]=1)[C:5]([NH:7][C:8]1[CH:13]=[CH:12][C:11]([CH3:14])=[C:10]([N:15]2[C:22]3[N:18]([N:19]=[C:20]([C:23]4[CH:24]=[N:25][CH:26]=[CH:27][CH:28]=4)[CH:21]=3)[CH:17]=[CH:16]2)[CH:9]=1)=[O:6].CS(O[CH:43]1[CH2:47][CH2:46][N:45](C(OC(C)(C)C)=O)[CH2:44]1)(=O)=O.C(=O)([O-])[O-].[Cs+].[Cs+].[OH-].[Na+].FC(F)(F)C(O)=O.